Dataset: Reaction yield outcomes from USPTO patents with 853,638 reactions. Task: Predict the reaction yield, written as a fraction of the theoretical maximum amount of product (1.0 means a 100% yield; for example, 0.34 means a 34% yield). (1) The reactants are [N:1]1([C:10]([O:12][C:13]([CH3:16])([CH3:15])[CH3:14])=[O:11])[CH2:5][CH2:4][CH2:3][CH:2]1[C:6]([O:8][CH3:9])=[O:7].[Li+].C[Si]([N-][Si](C)(C)C)(C)C.[Cl-].[CH2:28]1[CH2:32][O:31][CH2:30][CH2:29]1. No catalyst specified. The product is [CH2:32]([O:31][CH2:30][C:2]1([C:6]([O:8][CH3:9])=[O:7])[CH2:3][CH2:4][CH2:5][N:1]1[C:10]([O:12][C:13]([CH3:16])([CH3:15])[CH3:14])=[O:11])[C:28]1[CH:29]=[CH:4][CH:3]=[CH:2][CH:6]=1. The yield is 0.790. (2) The reactants are [CH3:1][N:2]([CH2:4][C:5]1[CH:20]=[CH:19][C:8]([CH2:9][CH2:10][NH:11]C(=O)OC(C)(C)C)=[CH:7][CH:6]=1)[CH3:3].[ClH:21]. The catalyst is O1CCOCC1. The product is [ClH:21].[ClH:21].[CH3:1][N:2]([CH2:4][C:5]1[CH:20]=[CH:19][C:8]([CH2:9][CH2:10][NH2:11])=[CH:7][CH:6]=1)[CH3:3]. The yield is 0.980. (3) The reactants are Br[C:2]1[CH:7]=[CH:6][CH:5]=[CH:4][N:3]=1.[CH2:8]([N:12]1[N:16]=[C:15]2[CH:17]=[C:18]([F:22])[C:19]([F:21])=[CH:20][C:14]2=[N:13]1)[CH2:9][C:10]#[CH:11]. No catalyst specified. The product is [F:21][C:19]1[C:18]([F:22])=[CH:17][C:15]2=[N:16][N:12]([CH2:8][CH2:9][C:10]#[C:11][C:2]3[CH:7]=[CH:6][CH:5]=[CH:4][N:3]=3)[N:13]=[C:14]2[CH:20]=1. The yield is 0.660. (4) The reactants are [CH3:1][C:2]1([CH3:15])[C@@H:4](/[CH:5]=[C:6](\[CH3:10])/[CH:7]=[N:8]O)[C@@H:3]1[C:11]([O:13][CH3:14])=[O:12].N1C=CC=CC=1.C(Cl)(=O)C.C(OC(=O)C)(=O)C. The catalyst is C1(C)C(C)=CC=CC=1. The product is [CH3:1][C:2]1([CH3:15])[CH:4](/[CH:5]=[C:6](/[C:7]#[N:8])\[CH3:10])[CH:3]1[C:11]([O:13][CH3:14])=[O:12]. The yield is 0.956. (5) The reactants are C[Si](Br)(C)C.C([O:8][P:9]([CH2:14][CH2:15][NH:16][C:17](=[O:21])[C:18](C)=[CH2:19])([O:11]CC)=[O:10])C. The catalyst is C(Cl)Cl. The product is [OH:10][P:9]([CH2:14][CH2:15][NH:16][C:17](=[O:21])[CH:18]=[CH2:19])([OH:11])=[O:8]. The yield is 0.980. (6) The reactants are [F:1][C:2]1[C:3]([N:13]2[CH2:18][CH2:17][N:16]([CH2:19][CH2:20][C:21]3[CH:26]=[CH:25][CH:24]=[C:23]([N+:27]([O-])=O)[CH:22]=3)[CH2:15][CH2:14]2)=[C:4]2[C:9](=[CH:10][CH:11]=1)[N:8]=[C:7]([CH3:12])[CH:6]=[CH:5]2.[Cl-].[NH4+]. The catalyst is CO.O.[Fe]. The product is [F:1][C:2]1[C:3]([N:13]2[CH2:14][CH2:15][N:16]([CH2:19][CH2:20][C:21]3[CH:22]=[C:23]([CH:24]=[CH:25][CH:26]=3)[NH2:27])[CH2:17][CH2:18]2)=[C:4]2[C:9](=[CH:10][CH:11]=1)[N:8]=[C:7]([CH3:12])[CH:6]=[CH:5]2. The yield is 0.910.